From a dataset of Full USPTO retrosynthesis dataset with 1.9M reactions from patents (1976-2016). Predict the reactants needed to synthesize the given product. (1) The reactants are: [Cl:1][C:2]1[C:6]2[CH:7]=[N:8][C:9](Cl)=[CH:10][C:5]=2[NH:4][N:3]=1.[CH3:12][O:13][CH2:14][CH2:15][NH:16][C:17]([NH2:19])=[O:18].CC([O-])(C)C.[K+].C1COCC1. Given the product [Cl:1][C:2]1[C:6]2[CH:7]=[N:8][C:9]([NH:19][C:17]([NH:16][CH2:15][CH2:14][O:13][CH3:12])=[O:18])=[CH:10][C:5]=2[NH:4][N:3]=1, predict the reactants needed to synthesize it. (2) Given the product [CH2:1]([N:8]1[CH2:12][CH2:11][C:10]([C:13]2[CH:18]=[CH:17][C:16]([C:19]([O:28][CH2:29][C:30]3[C:35]([F:36])=[CH:34][CH:33]=[CH:32][C:31]=3[F:37])([C:24]([F:27])([F:26])[F:25])[C:20]([F:23])([F:22])[F:21])=[CH:15][CH:14]=2)([S:38]([C:41]2[CH:46]=[CH:45][C:44]([F:47])=[C:43]([CH:50]=[CH2:51])[CH:42]=2)(=[O:40])=[O:39])[CH2:9]1)[C:2]1[CH:7]=[CH:6][CH:5]=[CH:4][CH:3]=1, predict the reactants needed to synthesize it. The reactants are: [CH2:1]([N:8]1[CH2:12][CH2:11][C:10]([S:38]([C:41]2[CH:46]=[CH:45][C:44]([F:47])=[C:43](Br)[CH:42]=2)(=[O:40])=[O:39])([C:13]2[CH:18]=[CH:17][C:16]([C:19]([O:28][CH2:29][C:30]3[C:35]([F:36])=[CH:34][CH:33]=[CH:32][C:31]=3[F:37])([C:24]([F:27])([F:26])[F:25])[C:20]([F:23])([F:22])[F:21])=[CH:15][CH:14]=2)[CH2:9]1)[C:2]1[CH:7]=[CH:6][CH:5]=[CH:4][CH:3]=1.[B-](F)(F)(F)[CH:50]=[CH2:51].[K+].P([O-])([O-])([O-])=O.[K+].[K+].[K+].C(OCC)(=O)C. (3) The reactants are: [CH2:1]([C:4]1[O:5][C:6]2[C:16]([N:17]=1)=[CH:15][C:9]1[CH2:10][CH2:11][NH:12][CH2:13][CH2:14][C:8]=1[CH:7]=2)[CH2:2][CH3:3].[Cl:18][CH2:19][CH2:20][CH2:21][S:22][C:23]1[N:24]([CH3:39])[C:25]([C:28]2[CH:37]=[CH:36][CH:35]=[C:34]3[C:29]=2[CH:30]=[CH:31][C:32]([CH3:38])=[N:33]3)=[N:26][N:27]=1. Given the product [ClH:18].[CH3:39][N:24]1[C:25]([C:28]2[CH:37]=[CH:36][CH:35]=[C:34]3[C:29]=2[CH:30]=[CH:31][C:32]([CH3:38])=[N:33]3)=[N:26][N:27]=[C:23]1[S:22][CH2:21][CH2:20][CH2:19][N:12]1[CH2:11][CH2:10][C:9]2[CH:15]=[C:16]3[N:17]=[C:4]([CH2:1][CH2:2][CH3:3])[O:5][C:6]3=[CH:7][C:8]=2[CH2:14][CH2:13]1, predict the reactants needed to synthesize it. (4) The reactants are: [Al+3].[Cl-].[Cl-].[Cl-].[CH3:5][C:6]1[CH:11]2[C:12]([CH3:14])([CH3:13])[CH:9]([CH2:10]2)[CH2:8][CH:7]=1. Given the product [CH3:13][C:12]1([CH3:14])[CH:11]2[CH2:10][CH:9]1[CH2:8][CH2:7][C:6]2=[CH2:5], predict the reactants needed to synthesize it. (5) The reactants are: [N+:1]([C:4]1[CH:5]=[N:6][NH:7][CH:8]=1)([O-:3])=[O:2].Br[C:10]1[CH:11]=[C:12]2[C:17](=[CH:18][CH:19]=1)[CH:16]=[N:15][CH:14]=[CH:13]2.C(P(C(C)(C)C)C1C=CC=CC=1C1C(C(C)C)=CC(C(C)C)=CC=1C(C)C)(C)(C)C.C(=O)([O-])[O-].[Cs+].[Cs+]. Given the product [N+:1]([C:4]1[CH:5]=[N:6][N:7]([C:10]2[CH:11]=[C:12]3[C:17](=[CH:18][CH:19]=2)[CH:16]=[N:15][CH:14]=[CH:13]3)[CH:8]=1)([O-:3])=[O:2], predict the reactants needed to synthesize it. (6) Given the product [CH3:24][O:23][CH2:22][CH2:21][O:20][CH2:19][CH2:18][C:10]([S:5][CH2:4][C@@H:3]([C:6]([OH:8])=[O:7])[NH2:2])=[O:11], predict the reactants needed to synthesize it. The reactants are: Cl.[NH2:2][C@H:3]([C:6]([OH:8])=[O:7])[CH2:4][SH:5].C[CH2:10][O:11]CC.ClC(O[CH2:18][CH2:19][O:20][CH2:21][CH2:22][O:23][CH3:24])=O.